The task is: Predict the product of the given reaction.. This data is from Forward reaction prediction with 1.9M reactions from USPTO patents (1976-2016). (1) Given the reactants Br[CH2:2][C:3]1[CH:7]=[CH:6][S:5][C:4]=1[C:8]1[C:12]2[CH:13]=[C:14]([N:17]3[C:22](=[O:23])[CH:21]=[C:20]([C:24]([F:27])([F:26])[F:25])[N:19]([CH3:28])[C:18]3=[O:29])[CH:15]=[CH:16][C:11]=2[S:10][N:9]=1.CS(C)=[O:32].N([O-])=O.[Na+].Cl, predict the reaction product. The product is: [OH:32][CH2:2][C:3]1[CH:7]=[CH:6][S:5][C:4]=1[C:8]1[C:12]2[CH:13]=[C:14]([N:17]3[C:22](=[O:23])[CH:21]=[C:20]([C:24]([F:27])([F:26])[F:25])[N:19]([CH3:28])[C:18]3=[O:29])[CH:15]=[CH:16][C:11]=2[S:10][N:9]=1. (2) Given the reactants [F:1][C:2]([F:38])([F:37])[C:3]1[CH:4]=[C:5]([C@H:13]2[O:17][C:16](=[O:18])[N:15]([CH2:19][C:20]3[C:21]([N:27]([CH:30]4[CH2:35][CH2:34][CH2:33][CH2:32][CH2:31]4)[CH2:28][CH3:29])=[N:22][CH:23]=[C:24](Br)[CH:25]=3)[C@H:14]2[CH3:36])[CH:6]=[C:7]([C:9]([F:12])([F:11])[F:10])[CH:8]=1.[OH-:39].[K+].C(P(C(C)(C)C)C1C(C)=C(C)C(C)=C(C)C=1C1C(C(C)C)=CC(C(C)C)=CC=1C(C)C)(C)(C)C, predict the reaction product. The product is: [F:1][C:2]([F:38])([F:37])[C:3]1[CH:4]=[C:5]([C@H:13]2[O:17][C:16](=[O:18])[N:15]([CH2:19][C:20]3[C:21]([N:27]([CH:30]4[CH2:35][CH2:34][CH2:33][CH2:32][CH2:31]4)[CH2:28][CH3:29])=[N:22][CH:23]=[C:24]([OH:39])[CH:25]=3)[C@H:14]2[CH3:36])[CH:6]=[C:7]([C:9]([F:12])([F:11])[F:10])[CH:8]=1.